Dataset: HIV replication inhibition screening data with 41,000+ compounds from the AIDS Antiviral Screen. Task: Binary Classification. Given a drug SMILES string, predict its activity (active/inactive) in a high-throughput screening assay against a specified biological target. (1) The compound is CC1=NN(C(=O)c2ccccc2O)C(=O)C1N=Nc1ccccc1C(=O)O. The result is 0 (inactive). (2) The molecule is CC1c2nc(N)nc(N)c2CN1C(=O)c1ccccc1. The result is 0 (inactive). (3) The compound is COc1ccc2c(OC)c3ccoc3nc2c1O. The result is 0 (inactive). (4) The drug is CCOC(=O)c1c(SCC#N)n(-c2ccccc2)c(=S)n(-c2ccccc2)c1=O. The result is 0 (inactive).